The task is: Predict the reactants needed to synthesize the given product.. This data is from Full USPTO retrosynthesis dataset with 1.9M reactions from patents (1976-2016). Given the product [Br:1][C:2]1[CH:3]=[C:4]([CH:21]=[C:22]([CH2:24][N:31]2[CH2:36][CH2:35][O:34][CH2:33][CH2:32]2)[CH:23]=1)[CH2:5][O:6][C:7]1[CH:12]=[CH:11][CH:10]=[CH:9][C:8]=1[CH2:13][C:14]([O:16][C:17]([CH3:18])([CH3:19])[CH3:20])=[O:15], predict the reactants needed to synthesize it. The reactants are: [Br:1][C:2]1[CH:3]=[C:4]([CH:21]=[C:22]([CH2:24]O)[CH:23]=1)[CH2:5][O:6][C:7]1[CH:12]=[CH:11][CH:10]=[CH:9][C:8]=1[CH2:13][C:14]([O:16][C:17]([CH3:20])([CH3:19])[CH3:18])=[O:15].CS(Cl)(=O)=O.[NH:31]1[CH2:36][CH2:35][O:34][CH2:33][CH2:32]1.